This data is from Forward reaction prediction with 1.9M reactions from USPTO patents (1976-2016). The task is: Predict the product of the given reaction. (1) Given the reactants [CH:1]1([C@H:5]([NH:13][C:14]([CH:16]([C:20]2[CH:28]=[C:27]([F:29])[CH:26]=[C:25]([F:30])[C:21]=2[C:22]([OH:24])=O)[C:17](=O)[CH3:18])=[O:15])[C:6]2[CH:11]=[CH:10][CH:9]=[C:8]([F:12])[CH:7]=2)[CH2:4][CH2:3][CH2:2]1.[NH2:31][C:32]1[CH:33]=[N:34][CH:35]=[CH:36][CH:37]=1, predict the reaction product. The product is: [CH:1]1([C@H:5]([NH:13][C:14]([C:16]2[C:20]3[C:21](=[C:25]([F:30])[CH:26]=[C:27]([F:29])[CH:28]=3)[C:22](=[O:24])[N:31]([C:32]3[CH:33]=[N:34][CH:35]=[CH:36][CH:37]=3)[C:17]=2[CH3:18])=[O:15])[C:6]2[CH:11]=[CH:10][CH:9]=[C:8]([F:12])[CH:7]=2)[CH2:2][CH2:3][CH2:4]1. (2) Given the reactants Cl.[C:2]1([N:8]2[C:13](=[O:14])[C:12]3[CH2:15][NH:16][CH2:17][CH2:18][C:11]=3[N:10]=[C:9]2[S:19][CH2:20][C:21]2[CH:26]=[CH:25][CH:24]=[CH:23][CH:22]=2)[CH:7]=[CH:6][CH:5]=[CH:4][CH:3]=1.Cl[C:28]1[NH:29][C:30]2[CH:36]=[C:35]([F:37])[C:34]([F:38])=[CH:33][C:31]=2[N:32]=1.C(N(C(C)C)CC)(C)C, predict the reaction product. The product is: [F:37][C:35]1[C:34]([F:38])=[CH:33][C:31]2[NH:32][C:28]([N:16]3[CH2:17][CH2:18][C:11]4[N:10]=[C:9]([S:19][CH2:20][C:21]5[CH:22]=[CH:23][CH:24]=[CH:25][CH:26]=5)[N:8]([C:2]5[CH:7]=[CH:6][CH:5]=[CH:4][CH:3]=5)[C:13](=[O:14])[C:12]=4[CH2:15]3)=[N:29][C:30]=2[CH:36]=1. (3) Given the reactants [CH3:1][C:2]1([CH3:21])[CH2:7][CH2:6][CH:5]([NH:8][C:9]2[C:18]3[C:13](=[C:14]([NH2:19])[CH:15]=[CH:16][CH:17]=3)[N:12]=[C:11]([CH3:20])[N:10]=2)[CH2:4][CH2:3]1.[Cl:22][C:23]1[C:28]([C:29](O)=[O:30])=[C:27]([F:32])[C:26]([CH2:33][NH:34][C:35](=[O:40])[C:36]([CH3:39])([CH3:38])[CH3:37])=[CH:25][CH:24]=1.C(Cl)(=O)C(Cl)=O.CCN(C(C)C)C(C)C, predict the reaction product. The product is: [Cl:22][C:23]1[C:28]([C:29]([NH:19][C:14]2[CH:15]=[CH:16][CH:17]=[C:18]3[C:13]=2[N:12]=[C:11]([CH3:20])[N:10]=[C:9]3[NH:8][CH:5]2[CH2:4][CH2:3][C:2]([CH3:21])([CH3:1])[CH2:7][CH2:6]2)=[O:30])=[C:27]([F:32])[C:26]([CH2:33][NH:34][C:35](=[O:40])[C:36]([CH3:38])([CH3:37])[CH3:39])=[CH:25][CH:24]=1. (4) Given the reactants [CH3:1][C:2]1[CH:11]=[C:10]([O:12][CH2:13][CH:14]2[CH2:19][CH2:18][NH:17][CH2:16][CH2:15]2)[C:9]2[C:4](=[CH:5][CH:6]=[CH:7][CH:8]=2)[N:3]=1.CCN(C(C)C)C(C)C.[O:29]=[C:30]1[NH:34][CH:33]([CH2:35][CH2:36][S:37](Cl)(=[O:39])=[O:38])[C:32](=[O:41])[NH:31]1, predict the reaction product. The product is: [CH3:1][C:2]1[CH:11]=[C:10]([O:12][CH2:13][CH:14]2[CH2:19][CH2:18][N:17]([S:37]([CH2:36][CH2:35][CH:33]3[NH:34][C:30](=[O:29])[NH:31][C:32]3=[O:41])(=[O:38])=[O:39])[CH2:16][CH2:15]2)[C:9]2[C:4](=[CH:5][CH:6]=[CH:7][CH:8]=2)[N:3]=1.